From a dataset of Reaction yield outcomes from USPTO patents with 853,638 reactions. Predict the reaction yield, written as a fraction of the theoretical maximum amount of product (1.0 means a 100% yield; for example, 0.34 means a 34% yield). (1) The reactants are [CH2:1]([O:3][C:4](=[O:13])[CH2:5][C:6]1[CH:11]=[CH:10][CH:9]=[C:8]([NH2:12])[CH:7]=1)[CH3:2].[CH3:14][C:15]([O:18][C:19](O[C:19]([O:18][C:15]([CH3:17])([CH3:16])[CH3:14])=[O:20])=[O:20])([CH3:17])[CH3:16]. The catalyst is C1COCC1. The product is [CH2:1]([O:3][C:4](=[O:13])[CH2:5][C:6]1[CH:11]=[CH:10][CH:9]=[C:8]([NH:12][C:19]([O:18][C:15]([CH3:17])([CH3:16])[CH3:14])=[O:20])[CH:7]=1)[CH3:2]. The yield is 0.840. (2) The reactants are [OH:1][C:2]1[CH:3]=[C:4]([CH2:8][C:9]([OH:11])=O)[CH:5]=[CH:6][CH:7]=1.O[N:13]1[C:17]2[CH:18]=[CH:19][CH:20]=[CH:21][C:16]=2N=N1.Cl.CN(C)[CH2:25][CH2:26][CH2:27]N=C=NCC.[CH3:34]N(C)C=O. No catalyst specified. The product is [OH:1][C:2]1[CH:3]=[C:4]([CH2:8][C:9]([NH:13][C:17]2[C:16]3[C:21](=[CH:34][CH:27]=[CH:26][CH:25]=3)[CH:20]=[CH:19][CH:18]=2)=[O:11])[CH:5]=[CH:6][CH:7]=1. The yield is 0.940. (3) The reactants are [CH3:1][O:2][C:3]1[CH:4]=[C:5]([SH:11])[CH:6]=[C:7]([O:9][CH3:10])[CH:8]=1.CS(O[CH2:17][C@@H:18]1[C@:27]2([CH3:28])[C@H:22]([C:23]([CH3:30])([CH3:29])[CH2:24][CH2:25][CH2:26]2)[CH2:21][CH2:20][C@:19]1([OH:32])[CH3:31])(=O)=O.C([O-])([O-])=O.[Cs+].[Cs+]. The catalyst is CC#N. The product is [CH3:10][O:9][C:7]1[CH:6]=[C:5]([S:11][CH2:17][C@@H:18]2[C@:27]3([CH3:28])[C@H:22]([C:23]([CH3:30])([CH3:29])[CH2:24][CH2:25][CH2:26]3)[CH2:21][CH2:20][C@@:19]2([CH3:31])[OH:32])[CH:4]=[C:3]([O:2][CH3:1])[CH:8]=1. The yield is 0.600. (4) The reactants are [CH2:1]([C:4]1[CH:9]=[C:8]([F:10])[CH:7]=[C:6]([Br:11])[C:5]=1[OH:12])[CH:2]=[CH2:3]. The catalyst is ClCCl.CC#N.CC#N.Cl[Pd]Cl. The product is [Br:11][C:6]1[CH:7]=[C:8]([F:10])[CH:9]=[C:4](/[CH:1]=[CH:2]/[CH3:3])[C:5]=1[OH:12]. The yield is 0.900.